This data is from Catalyst prediction with 721,799 reactions and 888 catalyst types from USPTO. The task is: Predict which catalyst facilitates the given reaction. (1) Reactant: [N+:1]([C:4]1[CH:8]=[CH:7][NH:6][N:5]=1)([O-:3])=[O:2].C([O-])(=O)C.[Na+].C(O)(=O)C.[Br:18]Br. Product: [Br:18][C:8]1[C:4]([N+:1]([O-:3])=[O:2])=[N:5][NH:6][CH:7]=1. The catalyst class is: 6. (2) Reactant: [C:1]1(C)[C:2]([S:7](Cl)(=[O:9])=[O:8])=[CH:3][CH:4]=[CH:5][CH:6]=1.[CH2:12](N(CC)CC)C.[OH:19][CH2:20][CH2:21][CH2:22][CH2:23][CH2:24][CH2:25][CH2:26][CH2:27][CH2:28][O:29][C:30]1[CH:31]=[C:32]([C:36]([NH2:38])=[O:37])[CH:33]=[CH:34][CH:35]=1.C([O-])(O)=O.[Na+]. Product: [CH3:12][C:5]1[CH:6]=[CH:1][C:2]([S:7]([O:19][CH2:20][CH2:21][CH2:22][CH2:23][CH2:24][CH2:25][CH2:26][CH2:27][CH2:28][O:29][C:30]2[CH:35]=[CH:34][CH:33]=[C:32]([C:36]([NH2:38])=[O:37])[CH:31]=2)(=[O:8])=[O:9])=[CH:3][CH:4]=1. The catalyst class is: 2. (3) Reactant: F[C:2]1[CH:12]=[CH:11][C:5]([C:6]([O:8][CH2:9][CH3:10])=[O:7])=[CH:4][CH:3]=1.[CH2:13]1[NH:18][CH2:17][CH2:16][N:15]2[CH2:19][CH2:20][CH2:21][CH:14]12.C(=O)([O-])[O-].[K+].[K+].O. Product: [CH2:13]1[N:18]([C:2]2[CH:12]=[CH:11][C:5]([C:6]([O:8][CH2:9][CH3:10])=[O:7])=[CH:4][CH:3]=2)[CH2:17][CH2:16][N:15]2[CH2:19][CH2:20][CH2:21][CH:14]12. The catalyst class is: 16. (4) Reactant: [Cl:1][CH2:2][CH2:3]SC1C=CC(C(O)=O)=CC=1.Cl[C:15]1[CH:20]=[CH:19][CH:18]=[C:17]([C:21]([O:23]O)=[O:22])[CH:16]=1.[S:25]([O-:29])([O-])(=[O:27])=S.[Na+].[Na+]. The catalyst class is: 34. Product: [Cl:1][CH2:2][CH2:3][S:25]([C:20]1[CH:19]=[CH:18][C:17]([C:21]([OH:23])=[O:22])=[CH:16][CH:15]=1)(=[O:29])=[O:27]. (5) Reactant: [CH3:1][N:2]1[C:6]2=[N:7][C:8]([N:11]3[CH:16]=[CH:15][C:14]([C:17]4[CH:18]=[N:19][C:20]([C:23]([F:26])([F:25])[F:24])=[CH:21][CH:22]=4)=[CH:13][C:12]3=[O:27])=[CH:9][CH:10]=[C:5]2[C:4]2[CH2:28][NH:29][CH2:30][CH2:31][C:3]1=2.[ClH:32]. Product: [ClH:32].[CH3:1][N:2]1[C:6]2=[N:7][C:8]([N:11]3[CH:16]=[CH:15][C:14]([C:17]4[CH:18]=[N:19][C:20]([C:23]([F:24])([F:25])[F:26])=[CH:21][CH:22]=4)=[CH:13][C:12]3=[O:27])=[CH:9][CH:10]=[C:5]2[C:4]2[CH2:28][NH:29][CH2:30][CH2:31][C:3]1=2. The catalyst class is: 275. (6) Reactant: C([O:8][C:9](=[O:39])[C:10]1[CH:15]=[CH:14][C:13](B2OC(C)(C)C(C)(C)O2)=[C:12]([CH2:25][N:26]([C:29]([O:31][CH2:32][C:33]2[CH:38]=[CH:37][CH:36]=[CH:35][CH:34]=2)=[O:30])[CH2:27][CH3:28])[CH:11]=1)C1C=CC=CC=1.C([O:42][C:43](=[O:52])[CH2:44][C:45]1[CH:46]=[N:47][CH:48]=[C:49](Br)[CH:50]=1)C.C(=O)([O-])[O-].[K+].[K+]. Product: [CH2:32]([O:31][C:29]([N:26]([CH2:25][C:12]1[CH:11]=[C:10]([CH:15]=[CH:14][C:13]=1[C:49]1[CH:48]=[N:47][CH:46]=[C:45]([CH2:44][C:43]([OH:52])=[O:42])[CH:50]=1)[C:9]([OH:8])=[O:39])[CH2:27][CH3:28])=[O:30])[C:33]1[CH:34]=[CH:35][CH:36]=[CH:37][CH:38]=1. The catalyst class is: 104. (7) Reactant: [CH2:1]=[C:2]1[CH2:7][CH2:6][O:5][C:3]1=[O:4].[C:8]([OH:12])(=[O:11])[CH:9]=[CH2:10].[CH2:13]([O:16][CH2:17][C:18]([CH2:23][OH:24])([CH2:21][OH:22])[CH2:19][OH:20])[CH:14]=[CH2:15].S([O-])(OCCCCCCCCCCCC)(=O)=O.[Na+].S(OOS([O-])(=O)=O)([O-])(=O)=O.[Na+].[Na+].[OH-].[Na+]. Product: [CH2:1]=[C:2]1[CH2:7][CH2:6][O:5][C:3]1=[O:4].[C:8]([OH:12])(=[O:11])[CH:9]=[CH2:10].[CH2:13]([O:16][CH2:17][C:18]([CH2:21][OH:22])([CH2:23][OH:24])[CH2:19][OH:20])[CH:14]=[CH2:15]. The catalyst class is: 6.